Dataset: Catalyst prediction with 721,799 reactions and 888 catalyst types from USPTO. Task: Predict which catalyst facilitates the given reaction. (1) Reactant: [Br:1][C:2]1[CH:3]=[C:4]([F:12])[C:5]([N:9]=[C:10]=[O:11])=[C:6]([F:8])[CH:7]=1.[CH:13]1([C:16]([N:18]2[CH2:22][CH2:21][C@@H:20]([CH2:23][C:24]([NH:26][NH2:27])=[O:25])[CH2:19]2)=[O:17])[CH2:15][CH2:14]1. Product: [Br:1][C:2]1[CH:3]=[C:4]([F:12])[C:5]([NH:9][C:10]([NH:27][NH:26][C:24](=[O:25])[CH2:23][C@@H:20]2[CH2:21][CH2:22][N:18]([C:16]([CH:13]3[CH2:15][CH2:14]3)=[O:17])[CH2:19]2)=[O:11])=[C:6]([F:8])[CH:7]=1. The catalyst class is: 4. (2) Reactant: [F:1][C:2]1[CH:10]=[C:9]([F:11])[CH:8]=[C:7]2[C:3]=1[CH2:4][CH2:5][C:6]2([NH:14][C:15](=[O:21])[O:16][C:17]([CH3:20])([CH3:19])[CH3:18])[CH:12]=O.[NH2:22][C:23]1([C:28]([O:30][CH3:31])=[O:29])[CH2:27][CH2:26][CH2:25][CH2:24]1.CC(O)=O.[BH3-]C#N.[Na+]. Product: [C:17]([O:16][C:15]([NH:14][C:6]1([CH2:12][NH:22][C:23]2([C:28]([O:30][CH3:31])=[O:29])[CH2:27][CH2:26][CH2:25][CH2:24]2)[C:7]2[C:3](=[C:2]([F:1])[CH:10]=[C:9]([F:11])[CH:8]=2)[CH2:4][CH2:5]1)=[O:21])([CH3:20])([CH3:18])[CH3:19]. The catalyst class is: 5. (3) Reactant: Br[C:2]1[C:3]([OH:21])=[C:4]([NH:8][S:9]([CH2:12][C:13]2[CH:18]=[C:17]([Cl:19])[CH:16]=[C:15]([Cl:20])[CH:14]=2)(=[O:11])=[O:10])[CH:5]=[N:6][CH:7]=1.[Cu][C:23]#[N:24]. Product: [C:23]([C:2]1[C:3]([OH:21])=[C:4]([NH:8][S:9]([CH2:12][C:13]2[CH:18]=[C:17]([Cl:19])[CH:16]=[C:15]([Cl:20])[CH:14]=2)(=[O:11])=[O:10])[CH:5]=[N:6][CH:7]=1)#[N:24]. The catalyst class is: 296. (4) Product: [CH2:33]([NH:30][C:31](=[O:32])[NH:1][C:2]1[CH:3]=[C:4]([CH:8]2[C:17]([CH3:18])([CH3:19])[CH2:16][C:15]3[C:10](=[CH:11][CH:12]=[C:13]([C:20]([OH:22])=[O:21])[CH:14]=3)[NH:9]2)[CH:5]=[CH:6][CH:7]=1)[C:34]1[CH:39]=[CH:38][CH:37]=[CH:36][CH:35]=1. Reactant: [NH2:1][C:2]1[CH:3]=[C:4]([CH:8]2[C:17]([CH3:19])([CH3:18])[CH2:16][C:15]3[C:10](=[CH:11][CH:12]=[C:13]([C:20]([OH:22])=[O:21])[CH:14]=3)[NH:9]2)[CH:5]=[CH:6][CH:7]=1.C(N(CC)CC)C.[N:30]([CH2:33][C:34]1[CH:39]=[CH:38][CH:37]=[CH:36][CH:35]=1)=[C:31]=[O:32]. The catalyst class is: 7. (5) Reactant: [F:1][CH:2]([F:24])[O:3][C:4]1[CH:9]=[C:8]([N+:10]([O-])=O)[CH:7]=[C:6]([O:13][CH2:14][CH2:15][O:16][CH2:17][CH2:18][O:19][CH2:20][CH2:21][O:22][CH3:23])[CH:5]=1.[NH4+].[Cl-]. Product: [F:1][CH:2]([F:24])[O:3][C:4]1[CH:9]=[C:8]([CH:7]=[C:6]([O:13][CH2:14][CH2:15][O:16][CH2:17][CH2:18][O:19][CH2:20][CH2:21][O:22][CH3:23])[CH:5]=1)[NH2:10]. The catalyst class is: 314. (6) Reactant: [C:1]12([C:11]3[CH:25]=[CH:24][C:14]([O:15][CH2:16][CH2:17][CH2:18][C:19]([O:21]CC)=[O:20])=[CH:13][CH:12]=3)[CH2:10][CH:5]3[CH2:6][CH:7]([CH2:9][CH:3]([CH2:4]3)[CH2:2]1)[CH2:8]2.O.[OH-].[Li+].Cl. Product: [C:1]12([C:11]3[CH:12]=[CH:13][C:14]([O:15][CH2:16][CH2:17][CH2:18][C:19]([OH:21])=[O:20])=[CH:24][CH:25]=3)[CH2:8][CH:7]3[CH2:9][CH:3]([CH2:4][CH:5]([CH2:6]3)[CH2:10]1)[CH2:2]2. The catalyst class is: 90. (7) Reactant: [CH3:1][C:2]1[N:6]([C:7]2[CH:8]=[N:9][CH:10]=[CH:11][CH:12]=2)[N:5]=[CH:4][C:3]=1C(O)=O.[CH3:16][C:17]([OH:20])([CH3:19])[CH3:18].C([N:23]([CH2:26]C)CC)C.C1(P(N=[N+]=[N-])(C2C=CC=CC=2)=[O:35])C=CC=CC=1. Product: [CH3:1][C:2]1[N:6]([C:7]2[CH:8]=[N:9][CH:10]=[CH:11][CH:12]=2)[N:5]=[CH:4][C:3]=1[NH:23][C:26](=[O:35])[O:20][C:17]([CH3:19])([CH3:18])[CH3:16]. The catalyst class is: 11. (8) Product: [S:9]1[C:8]([C:18]([C:19]2[CH:24]=[C:23]([Br:25])[CH:22]=[CH:21][C:20]=2[CH3:26])=[O:27])=[CH:7][C:5]2[CH:6]=[CH:1][CH:2]=[CH:3][C:4]1=2. Reactant: [CH:1]1[CH:2]=[CH:3][C:4]2[S:9][CH:8]=[CH:7][C:5]=2[CH:6]=1.C([Li])CCC.CON(C)[C:18](=[O:27])[C:19]1[CH:24]=[C:23]([Br:25])[CH:22]=[CH:21][C:20]=1[CH3:26].[Cl-].[NH4+]. The catalyst class is: 27. (9) Reactant: [C:1]1([NH:7][CH2:8][CH2:9][CH2:10][CH2:11][N:12]([CH2:16][CH2:17][CH3:18])[CH2:13][CH2:14][CH3:15])[CH:6]=[CH:5][CH:4]=[CH:3][CH:2]=1.C(=O)([O-])[O-].[Cs+].[Cs+].Br[CH2:26][C:27]1[CH:34]=[CH:33][C:30]([C:31]#[N:32])=[CH:29][CH:28]=1. Product: [CH2:13]([N:12]([CH2:16][CH2:17][CH3:18])[CH2:11][CH2:10][CH2:9][CH2:8][N:7]([CH2:26][C:27]1[CH:34]=[CH:33][C:30]([C:31]#[N:32])=[CH:29][CH:28]=1)[C:1]1[CH:6]=[CH:5][CH:4]=[CH:3][CH:2]=1)[CH2:14][CH3:15]. The catalyst class is: 3.